This data is from NCI-60 drug combinations with 297,098 pairs across 59 cell lines. The task is: Regression. Given two drug SMILES strings and cell line genomic features, predict the synergy score measuring deviation from expected non-interaction effect. (1) Drug 1: COC1=CC(=CC(=C1O)OC)C2C3C(COC3=O)C(C4=CC5=C(C=C24)OCO5)OC6C(C(C7C(O6)COC(O7)C8=CC=CS8)O)O. Drug 2: CCC1(CC2CC(C3=C(CCN(C2)C1)C4=CC=CC=C4N3)(C5=C(C=C6C(=C5)C78CCN9C7C(C=CC9)(C(C(C8N6C)(C(=O)OC)O)OC(=O)C)CC)OC)C(=O)OC)O.OS(=O)(=O)O. Cell line: MDA-MB-231. Synergy scores: CSS=45.3, Synergy_ZIP=3.60, Synergy_Bliss=4.59, Synergy_Loewe=6.73, Synergy_HSA=7.32. (2) Drug 1: CC1C(C(=O)NC(C(=O)N2CCCC2C(=O)N(CC(=O)N(C(C(=O)O1)C(C)C)C)C)C(C)C)NC(=O)C3=C4C(=C(C=C3)C)OC5=C(C(=O)C(=C(C5=N4)C(=O)NC6C(OC(=O)C(N(C(=O)CN(C(=O)C7CCCN7C(=O)C(NC6=O)C(C)C)C)C)C(C)C)C)N)C. Drug 2: C1=NC2=C(N1)C(=S)N=CN2. Cell line: PC-3. Synergy scores: CSS=29.5, Synergy_ZIP=-13.7, Synergy_Bliss=-9.35, Synergy_Loewe=-11.8, Synergy_HSA=-4.90. (3) Drug 1: CC1=C(C=C(C=C1)NC2=NC=CC(=N2)N(C)C3=CC4=NN(C(=C4C=C3)C)C)S(=O)(=O)N.Cl. Drug 2: CCC1(C2=C(COC1=O)C(=O)N3CC4=CC5=C(C=CC(=C5CN(C)C)O)N=C4C3=C2)O.Cl. Cell line: CAKI-1. Synergy scores: CSS=18.1, Synergy_ZIP=-6.44, Synergy_Bliss=-9.31, Synergy_Loewe=-7.55, Synergy_HSA=-6.69. (4) Drug 1: C1CN1P(=S)(N2CC2)N3CC3. Drug 2: C1CCC(C(C1)N)N.C(=O)(C(=O)[O-])[O-].[Pt+4]. Cell line: SN12C. Synergy scores: CSS=42.1, Synergy_ZIP=-12.4, Synergy_Bliss=-2.67, Synergy_Loewe=2.28, Synergy_HSA=3.50.